From a dataset of Reaction yield outcomes from USPTO patents with 853,638 reactions. Predict the reaction yield, written as a fraction of the theoretical maximum amount of product (1.0 means a 100% yield; for example, 0.34 means a 34% yield). (1) The reactants are [Cl-].[Ce+3].[Cl-].[Cl-].[CH:5]([Mg]Br)=[CH2:6].[F:9][C:10]1[CH:15]=[CH:14][C:13]([C:16]2[N:17]=[CH:18][N:19]3[C:28]=2[CH:27]=[C:26]2[C:21]([CH3:30])([C:22](=[O:29])[CH2:23][CH2:24][CH2:25]2)[CH2:20]3)=[CH:12][CH:11]=1.[OH-].[NH4+].C(=O)(O)[O-].[Na+]. The catalyst is C1COCC1.C(OCC)(=O)C. The product is [F:9][C:10]1[CH:11]=[CH:12][C:13]([C:16]2[N:17]=[CH:18][N:19]3[C:28]=2[CH:27]=[C:26]2[C:5]([CH3:6])([C:22]([CH:21]=[CH2:30])([OH:29])[CH2:23][CH2:24][CH2:25]2)[CH2:20]3)=[CH:14][CH:15]=1. The yield is 0.550. (2) The reactants are [O:1]1[C:5]2[CH:6]=[CH:7][C:8]([C:10]3([C:13]([NH:15][C:16]4[CH:17]=[C:18]5[C:22](=[CH:23][CH:24]=4)[NH:21][C:20]([C:25]([CH3:28])([CH3:27])[CH3:26])=[CH:19]5)=[O:14])[CH2:12][CH2:11]3)=[CH:9][C:4]=2[O:3][CH2:2]1.[BH3-]C#N.[Na+]. The catalyst is C(O)(=O)C. The product is [O:1]1[C:5]2[CH:6]=[CH:7][C:8]([C:10]3([C:13]([NH:15][C:16]4[CH:17]=[C:18]5[C:22](=[CH:23][CH:24]=4)[NH:21][CH:20]([C:25]([CH3:28])([CH3:27])[CH3:26])[CH2:19]5)=[O:14])[CH2:12][CH2:11]3)=[CH:9][C:4]=2[O:3][CH2:2]1. The yield is 0.890. (3) The reactants are ClCCl.[Cl:4][C:5]1[CH:6]=[C:7]([CH:12]2[C:16]([OH:17])=[C:15]([C:18]([CH3:20])=[O:19])[CH:14]([CH3:21])[S:13]2)[CH:8]=[CH:9][C:10]=1[Cl:11].S(Cl)(Cl)(=O)=O.O. The catalyst is CCCCCC.C(OCC)(=O)C. The product is [Cl:4][C:5]1[CH:6]=[C:7]([C:12]2[S:13][C:14]([CH3:21])=[C:15]([C:18]([CH3:20])=[O:19])[C:16]=2[OH:17])[CH:8]=[CH:9][C:10]=1[Cl:11]. The yield is 0.310. (4) The reactants are Cl.[NH2:2][CH2:3][C:4]([NH:7][C:8]([C:10]1[CH:11]=[N:12][N:13]2[CH:18]=[CH:17][C:16]([N:19]3[CH2:23][CH2:22][CH2:21][C@@H:20]3[C:24]3[CH:29]=[C:28]([F:30])[CH:27]=[CH:26][C:25]=3[F:31])=[N:15][C:14]=12)=[O:9])([CH3:6])[CH3:5].C(N(CC)CC)C.[CH3:39][S:40](Cl)(=[O:42])=[O:41]. The catalyst is C(Cl)Cl.CCOC(C)=O. The product is [F:31][C:25]1[CH:26]=[CH:27][C:28]([F:30])=[CH:29][C:24]=1[C@H:20]1[CH2:21][CH2:22][CH2:23][N:19]1[C:16]1[CH:17]=[CH:18][N:13]2[N:12]=[CH:11][C:10]([C:8]([NH:7][C:4]([CH3:6])([CH3:5])[CH2:3][NH:2][S:40]([CH3:39])(=[O:42])=[O:41])=[O:9])=[C:14]2[N:15]=1. The yield is 0.300.